Dataset: Forward reaction prediction with 1.9M reactions from USPTO patents (1976-2016). Task: Predict the product of the given reaction. (1) Given the reactants C[O:2][C:3]1[CH:4]=[C:5]([C:9]2[N:10]=[CH:11][NH:12][CH:13]=2)[CH:6]=[CH:7][CH:8]=1.B(Br)(Br)Br, predict the reaction product. The product is: [NH:12]1[CH:13]=[C:9]([C:5]2[CH:4]=[C:3]([OH:2])[CH:8]=[CH:7][CH:6]=2)[N:10]=[CH:11]1. (2) Given the reactants [F:1][C:2]1[CH:3]=[C:4]([C:10](=[O:12])[CH3:11])[CH:5]=[C:6]([F:9])[C:7]=1[OH:8].Br[CH2:14][CH2:15][CH2:16][Cl:17].C([O-])([O-])=O.[K+].[K+], predict the reaction product. The product is: [Cl:17][CH2:16][CH2:15][CH2:14][O:8][C:7]1[C:2]([F:1])=[CH:3][C:4]([C:10](=[O:12])[CH3:11])=[CH:5][C:6]=1[F:9]. (3) Given the reactants [O:1]1[C:5]2[CH:6]=[CH:7][CH:8]=[CH:9][C:4]=2[N:3]=[C:2]1[CH:10]([OH:34])[C@@H:11]([NH:15][C:16](=[O:33])[C@@H:17]([NH:26][CH:27]1[CH2:32][CH2:31][O:30][CH2:29][CH2:28]1)[CH2:18][S:19]([CH2:22][CH:23]1[CH2:25][CH2:24]1)(=[O:21])=[O:20])[CH2:12][CH2:13][CH3:14].C(=O)(O)[O-].[Na+].S([O-])([O-])(=O)=S.[Na+].[Na+], predict the reaction product. The product is: [O:1]1[C:5]2[CH:6]=[CH:7][CH:8]=[CH:9][C:4]=2[N:3]=[C:2]1[C:10]([C@@H:11]([NH:15][C:16](=[O:33])[C@@H:17]([NH:26][CH:27]1[CH2:28][CH2:29][O:30][CH2:31][CH2:32]1)[CH2:18][S:19]([CH2:22][CH:23]1[CH2:24][CH2:25]1)(=[O:21])=[O:20])[CH2:12][CH2:13][CH3:14])=[O:34]. (4) Given the reactants [Cl:1][C:2]1[CH:3]=[C:4]([S:8]([NH:11][C:12]2[CH:20]=[CH:19][C:15]([C:16]([OH:18])=[O:17])=[C:14]([OH:21])[CH:13]=2)(=[O:10])=[O:9])[S:5][C:6]=1[Cl:7].[CH3:22][O:23][CH2:24][C:25]1[CH:26]=[C:27]([CH:32]=[CH:33][CH:34]=1)[O:28][CH2:29][CH2:30]O, predict the reaction product. The product is: [Cl:1][C:2]1[CH:3]=[C:4]([S:8]([NH:11][C:12]2[CH:20]=[CH:19][C:15]([C:16]([O:18][CH2:30][CH2:29][O:28][C:27]3[CH:32]=[CH:33][CH:34]=[C:25]([CH2:24][O:23][CH3:22])[CH:26]=3)=[O:17])=[C:14]([OH:21])[CH:13]=2)(=[O:9])=[O:10])[S:5][C:6]=1[Cl:7]. (5) Given the reactants C([O:3][C:4](=O)[CH:5]([CH3:15])[CH2:6][C:7]1[CH:12]=[CH:11][C:10]([F:13])=[CH:9][C:8]=1[F:14])C.C1(C)C=CC=CC=1.CC(C[AlH]CC(C)C)C.Cl, predict the reaction product. The product is: [F:14][C:8]1[CH:9]=[C:10]([F:13])[CH:11]=[CH:12][C:7]=1[CH2:6][CH:5]([CH3:15])[CH2:4][OH:3]. (6) Given the reactants [CH3:1][O:2][C:3]1[CH:8]=[CH:7][C:6]([C@@:9]23[CH2:17][CH2:16][CH:15]([NH2:18])[CH2:14][C@@H:13]2[N:12]([CH3:19])[CH2:11][CH2:10]3)=[CH:5][C:4]=1[O:20][C:21]([F:24])([F:23])[F:22].[F:25][C:26]1[CH:27]=[C:28]([N:36]=[C:37]=[O:38])[CH:29]=[C:30]([C:32]([F:35])([F:34])[F:33])[CH:31]=1, predict the reaction product. The product is: [F:25][C:26]1[CH:27]=[C:28]([NH:36][C:37]([NH:18][C@H:15]2[CH2:14][C@H:13]3[C@:9]([C:6]4[CH:7]=[CH:8][C:3]([O:2][CH3:1])=[C:4]([O:20][C:21]([F:24])([F:22])[F:23])[CH:5]=4)([CH2:10][CH2:11][N:12]3[CH3:19])[CH2:17][CH2:16]2)=[O:38])[CH:29]=[C:30]([C:32]([F:34])([F:35])[F:33])[CH:31]=1. (7) Given the reactants [CH3:1][C@H:2]1[CH2:4][O:3]1.C(N(CC)CC)C.[C:12]1([OH:18])[CH:17]=[CH:16][CH:15]=[CH:14][CH:13]=1.N1C=CN=C1.C([Si](C(C)C)(C(C)C)Cl)(C)C, predict the reaction product. The product is: [O:18]([CH2:1][C@@H:2]([OH:3])[CH3:4])[C:12]1[CH:17]=[CH:16][CH:15]=[CH:14][CH:13]=1.